This data is from TCR-epitope binding with 47,182 pairs between 192 epitopes and 23,139 TCRs. The task is: Binary Classification. Given a T-cell receptor sequence (or CDR3 region) and an epitope sequence, predict whether binding occurs between them. (1) The epitope is DATYQRTRALVR. The TCR CDR3 sequence is CASSFTSGSINEQFF. Result: 0 (the TCR does not bind to the epitope). (2) The epitope is TPQDLNTML. The TCR CDR3 sequence is CASSARDRQHEQFF. Result: 0 (the TCR does not bind to the epitope). (3) The epitope is KLWAQCVQL. The TCR CDR3 sequence is CASSLGGGDTDTQYF. Result: 1 (the TCR binds to the epitope). (4) The epitope is QECVRGTTVL. The TCR CDR3 sequence is CASSRDASPLHF. Result: 0 (the TCR does not bind to the epitope). (5) The TCR CDR3 sequence is CASSQDGTLLFGYTF. The epitope is IPIQASLPF. Result: 0 (the TCR does not bind to the epitope). (6) The epitope is YLDAYNMMI. The TCR CDR3 sequence is CASSLDSTGIITPPYEQYF. Result: 0 (the TCR does not bind to the epitope). (7) The epitope is EIYKRWII. The TCR CDR3 sequence is CASGLGRNQPQHF. Result: 1 (the TCR binds to the epitope). (8) The epitope is CINGVCWTV. The TCR CDR3 sequence is CASSVGALEQYF. Result: 0 (the TCR does not bind to the epitope). (9) The epitope is AVFDRKSDAK. The TCR CDR3 sequence is CATSDSLQGYSNQPQHF. Result: 1 (the TCR binds to the epitope).